This data is from Peptide-MHC class II binding affinity with 134,281 pairs from IEDB. The task is: Regression. Given a peptide amino acid sequence and an MHC pseudo amino acid sequence, predict their binding affinity value. This is MHC class II binding data. (1) The peptide sequence is KSIIIPFIAYFVLMH. The MHC is DRB1_0404 with pseudo-sequence DRB1_0404. The binding affinity (normalized) is 0.823. (2) The peptide sequence is SRSFLKHSLLRTQRL. The MHC is DRB5_0101 with pseudo-sequence DRB5_0101. The binding affinity (normalized) is 0.411. (3) The peptide sequence is GELQPVDKIDAAFKI. The MHC is DRB1_0401 with pseudo-sequence DRB1_0401. The binding affinity (normalized) is 0.495. (4) The peptide sequence is KKDNQVAYLIIGILTLV. The MHC is DRB4_0103 with pseudo-sequence DRB4_0103. The binding affinity (normalized) is 0.689. (5) The peptide sequence is PGIKAQQSKLAQRRV. The MHC is HLA-DQA10501-DQB10302 with pseudo-sequence HLA-DQA10501-DQB10302. The binding affinity (normalized) is 0.185. (6) The binding affinity (normalized) is 0.479. The MHC is DRB1_0401 with pseudo-sequence DRB1_0401. The peptide sequence is GELQIVDKIDAAFKD.